This data is from NCI-60 drug combinations with 297,098 pairs across 59 cell lines. The task is: Regression. Given two drug SMILES strings and cell line genomic features, predict the synergy score measuring deviation from expected non-interaction effect. Drug 1: CN(C)C1=NC(=NC(=N1)N(C)C)N(C)C. Drug 2: C1CNP(=O)(OC1)N(CCCl)CCCl. Cell line: OVCAR-8. Synergy scores: CSS=-9.17, Synergy_ZIP=2.29, Synergy_Bliss=-3.74, Synergy_Loewe=-8.80, Synergy_HSA=-9.15.